This data is from Full USPTO retrosynthesis dataset with 1.9M reactions from patents (1976-2016). The task is: Predict the reactants needed to synthesize the given product. (1) Given the product [Br:1][C:2]1[CH:7]=[CH:6][C:5]([S:8]([N:12]2[CH2:15][CH2:14][CH2:13]2)(=[O:10])=[O:9])=[CH:4][CH:3]=1, predict the reactants needed to synthesize it. The reactants are: [Br:1][C:2]1[CH:7]=[CH:6][C:5]([S:8](Cl)(=[O:10])=[O:9])=[CH:4][CH:3]=1.[NH:12]1[CH2:15][CH2:14][CH2:13]1. (2) Given the product [CH2:19]([NH:26][C:2]1[CH:3]=[C:4]([CH:16]=[CH:17][CH:18]=1)[CH2:5][C:6]1([C:9]([O:11][C:12]([CH3:15])([CH3:14])[CH3:13])=[O:10])[CH2:8][CH2:7]1)[C:20]1[CH:25]=[CH:24][CH:23]=[CH:22][CH:21]=1, predict the reactants needed to synthesize it. The reactants are: Br[C:2]1[CH:3]=[C:4]([CH:16]=[CH:17][CH:18]=1)[CH2:5][C:6]1([C:9]([O:11][C:12]([CH3:15])([CH3:14])[CH3:13])=[O:10])[CH2:8][CH2:7]1.[CH2:19]([NH2:26])[C:20]1[CH:25]=[CH:24][CH:23]=[CH:22][CH:21]=1.CC(C)([O-])C.[Na+].C1(P(C2C=CC=CC=2)C2C=CC3C(=CC=CC=3)C=2C2C3C(=CC=CC=3)C=CC=2P(C2C=CC=CC=2)C2C=CC=CC=2)C=CC=CC=1. (3) Given the product [Br-:1].[O:4]=[C:3]([C:5]1[CH:9]=[CH:8][S:7][CH:6]=1)[CH2:2][N+:22]12[CH2:23][CH2:24][CH:25]([CH2:26][CH2:27]1)[C@@H:20]([O:19][C:17](=[O:18])[CH:16]([C:10]1[CH:11]=[CH:12][CH:13]=[CH:14][CH:15]=1)[N:28]1[CH2:29][CH2:30][CH2:31][CH2:32][CH2:33]1)[CH2:21]2, predict the reactants needed to synthesize it. The reactants are: [Br:1][CH2:2][C:3]([C:5]1[CH:9]=[CH:8][S:7][CH:6]=1)=[O:4].[C:10]1([CH:16]([N:28]2[CH2:33][CH2:32][CH2:31][CH2:30][CH2:29]2)[C:17]([O:19][C@@H:20]2[CH:25]3[CH2:26][CH2:27][N:22]([CH2:23][CH2:24]3)[CH2:21]2)=[O:18])[CH:15]=[CH:14][CH:13]=[CH:12][CH:11]=1.CCOCC. (4) Given the product [NH2:27][C:24]1[CH:25]=[CH:26][C:21]([S:18]([NH:17][C:14]2[CH:15]=[C:16]3[C:11](=[CH:12][CH:13]=2)[NH:10][N:9]=[C:8]3[C:2]2[CH:7]=[CH:6][CH:5]=[CH:4][CH:3]=2)(=[O:20])=[O:19])=[CH:22][CH:23]=1, predict the reactants needed to synthesize it. The reactants are: Cl.[C:2]1([C:8]2[C:16]3[C:11](=[CH:12][CH:13]=[C:14]([NH:17][S:18]([C:21]4[CH:26]=[CH:25][C:24]([NH:27]C(=O)C)=[CH:23][CH:22]=4)(=[O:20])=[O:19])[CH:15]=3)[NH:10][N:9]=2)[CH:7]=[CH:6][CH:5]=[CH:4][CH:3]=1.O.[OH-].[NH4+]. (5) The reactants are: [CH3:1][O:2][C:3]1[CH:4]=[C:5]2[C:10](=[CH:11][C:12]=1[O:13][CH3:14])[N:9]=[CH:8][N:7]=[C:6]2[O:15][C:16]1[CH:17]=[C:18]([CH:20]=[CH:21][CH:22]=1)[NH2:19].[CH:23]([C:26]1[O:30][N:29]=[C:28]([NH:31][C:32](=O)[O:33]C2C=CC=CC=2)[CH:27]=1)([CH3:25])[CH3:24]. Given the product [CH3:1][O:2][C:3]1[CH:4]=[C:5]2[C:10](=[CH:11][C:12]=1[O:13][CH3:14])[N:9]=[CH:8][N:7]=[C:6]2[O:15][C:16]1[CH:17]=[C:18]([NH:19][C:32]([NH:31][C:28]2[CH:27]=[C:26]([CH:23]([CH3:25])[CH3:24])[O:30][N:29]=2)=[O:33])[CH:20]=[CH:21][CH:22]=1, predict the reactants needed to synthesize it. (6) Given the product [OH:1][C@@H:2]([C@@H:24]([CH3:30])[CH2:25][C:26]#[C:27][CH2:28][CH3:29])/[CH:3]=[CH:4]/[C@H:5]1[CH2:9][CH2:8][C:7](=[O:10])[N:6]1[CH2:11][CH2:12][C:13]1[CH:14]=[CH:15][C:16]([C:17]([O:19][CH2:20][CH3:21])=[O:18])=[CH:22][CH:23]=1.[OH:1][C@H:2]([C@@H:24]([CH3:30])[CH2:25][C:26]#[C:27][CH2:28][CH3:29])/[CH:3]=[CH:4]/[C@H:5]1[CH2:9][CH2:8][C:7](=[O:10])[N:6]1[CH2:11][CH2:12][C:13]1[CH:14]=[CH:15][C:16]([C:17]([O:19][CH2:20][CH3:21])=[O:18])=[CH:22][CH:23]=1, predict the reactants needed to synthesize it. The reactants are: [OH:1][CH:2]([C@@H:24]([CH3:30])[CH2:25][C:26]#[C:27][CH2:28][CH3:29])/[CH:3]=[CH:4]/[C@H:5]1[CH2:9][CH2:8][C:7](=[O:10])[N:6]1[CH2:11][CH2:12][C:13]1[CH:23]=[CH:22][C:16]([C:17]([O:19][CH2:20][CH3:21])=[O:18])=[CH:15][CH:14]=1.C([C@H]1CCC(=O)N1CCC1C=CC(C(OC)=O)=CC=1)=O.C[C@@H](CC#CCC)C(=O)CP(=O)(OC)OC. (7) Given the product [CH:1]1([C:4]2[C:5]([O:13][CH2:14][CH:15]3[CH2:17][CH2:16]3)=[CH:6][C:7]([C:10]([N:23]3[CH2:24][C:20]([F:28])([F:19])[CH2:21][C@H:22]3[C:25]([NH2:27])=[O:26])=[O:12])=[N:8][CH:9]=2)[CH2:2][CH2:3]1, predict the reactants needed to synthesize it. The reactants are: [CH:1]1([C:4]2[C:5]([O:13][CH2:14][CH:15]3[CH2:17][CH2:16]3)=[CH:6][C:7]([C:10]([OH:12])=O)=[N:8][CH:9]=2)[CH2:3][CH2:2]1.Cl.[F:19][C:20]1([F:28])[CH2:24][NH:23][C@@H:22]([C:25]([NH2:27])=[O:26])[CH2:21]1.